Dataset: Full USPTO retrosynthesis dataset with 1.9M reactions from patents (1976-2016). Task: Predict the reactants needed to synthesize the given product. Given the product [O:4]=[C:5]1[CH2:10][CH2:9][CH:8]([N:11]2[C:15](=[O:16])[CH2:14][CH2:13][C:12]2=[O:17])[CH2:7][CH2:6]1, predict the reactants needed to synthesize it. The reactants are: O1[C:5]2([CH2:10][CH2:9][CH:8]([N:11]3[C:15](=[O:16])[CH2:14][CH2:13][C:12]3=[O:17])[CH2:7][CH2:6]2)[O:4]CC1.Cl.